Predict the reaction yield, written as a fraction of the theoretical maximum amount of product (1.0 means a 100% yield; for example, 0.34 means a 34% yield). From a dataset of Reaction yield outcomes from USPTO patents with 853,638 reactions. (1) The reactants are [NH2:1][C:2]1[CH:10]=[CH:9][CH:8]=[C:7]([Cl:11])[C:3]=1[C:4]([OH:6])=O.O=S(Cl)Cl.[Cl:16][C:17]1[CH:23]=[CH:22][CH:21]=[CH:20][C:18]=1[NH2:19]. The catalyst is C1C=CC=CC=1. The product is [NH2:1][C:2]1[CH:10]=[CH:9][CH:8]=[C:7]([Cl:11])[C:3]=1[C:4]([NH:19][C:18]1[CH:20]=[CH:21][CH:22]=[CH:23][C:17]=1[Cl:16])=[O:6]. The yield is 0.260. (2) The reactants are [Cl:1][C:2]1[CH:10]=[C:9]2[C:5]([C:6]([C:11]([O:13][CH3:14])=[O:12])=[CH:7][NH:8]2)=[CH:4][C:3]=1B1OCC(C)(C)CO1.Br[C:24]1[CH:36]=[CH:35][C:27]([O:28][C@@H:29]2[CH2:33][CH2:32][CH2:31][C@H:30]2[OH:34])=[CH:26][CH:25]=1.C(=O)([O-])[O-].[K+].[K+].Cl. The catalyst is C(O)C.C1(C)C=CC=CC=1.C1C=CC(P(C2C=CC=CC=2)[C-]2C=CC=C2)=CC=1.C1C=CC(P(C2C=CC=CC=2)[C-]2C=CC=C2)=CC=1.Cl[Pd]Cl.[Fe+2]. The product is [Cl:1][C:2]1[CH:10]=[C:9]2[C:5]([C:6]([C:11]([O:13][CH3:14])=[O:12])=[CH:7][NH:8]2)=[CH:4][C:3]=1[C:24]1[CH:36]=[CH:35][C:27]([O:28][C@@H:29]2[CH2:33][CH2:32][CH2:31][C@H:30]2[OH:34])=[CH:26][CH:25]=1. The yield is 0.880. (3) The reactants are [NH2:1][C:2]1[CH:3]=[C:4]([CH:7]=[C:8]([N+:10]([O-:12])=[O:11])[CH:9]=1)[C:5]#[N:6].Cl[CH2:14][C:15]1[C:16]([NH:23][CH:24]([CH3:26])[CH3:25])=[N:17][C:18]([S:21][CH3:22])=[N:19][CH:20]=1.[I-].[Na+].C(N(C(C)C)CC)(C)C. The catalyst is CC#N. The product is [CH:24]([NH:23][C:16]1[C:15]([CH2:14][NH:1][C:2]2[CH:3]=[C:4]([CH:7]=[C:8]([N+:10]([O-:12])=[O:11])[CH:9]=2)[C:5]#[N:6])=[CH:20][N:19]=[C:18]([S:21][CH3:22])[N:17]=1)([CH3:26])[CH3:25]. The yield is 0.280. (4) The product is [CH2:13]([O:12][C:10]([N:5]1[CH2:6][C:7](=[CH2:9])[CH2:8][C@H:4]1[CH2:3][C:29]#[N:31])=[O:11])[C:14]1[CH:19]=[CH:18][CH:17]=[CH:16][CH:15]=1. No catalyst specified. The yield is 0.610. The reactants are CO[C:3](=O)[C@@H:4]1[CH2:8][C:7](=[CH2:9])[CH2:6][N:5]1[C:10]([O:12][CH2:13][C:14]1[CH:19]=[CH:18][CH:17]=[CH:16][CH:15]=1)=[O:11].C(O[C:29]([N:31]1C2C(=CC=CC=2)CC1C(OC)=O)=O)C1C=CC=CC=1. (5) The reactants are [C:1]([O:5][C:6](=[O:13])[C@@H:7]([NH2:12])[CH2:8][C:9]([OH:11])=[O:10])([CH3:4])([CH3:3])[CH3:2].[OH-].[Na+].[CH2:16]([O:23][C:24](O[C:24]([O:23][CH2:16][C:17]1[CH:22]=[CH:21][CH:20]=[CH:19][CH:18]=1)=[O:25])=[O:25])[C:17]1[CH:22]=[CH:21][CH:20]=[CH:19][CH:18]=1. The catalyst is O.O1CCOCC1. The product is [C:1]([O:5][C:6](=[O:13])[C@@H:7]([NH:12][C:24]([O:23][CH2:16][C:17]1[CH:22]=[CH:21][CH:20]=[CH:19][CH:18]=1)=[O:25])[CH2:8][C:9]([OH:11])=[O:10])([CH3:4])([CH3:2])[CH3:3]. The yield is 0.500.